Dataset: Reaction yield outcomes from USPTO patents with 853,638 reactions. Task: Predict the reaction yield, written as a fraction of the theoretical maximum amount of product (1.0 means a 100% yield; for example, 0.34 means a 34% yield). (1) The yield is 0.550. The product is [CH2:19]([O:18][C:16]([N:11]1[CH2:12][CH2:13][CH:14]2[CH2:15][NH:8][CH2:9][C:10]12[CH3:26])=[O:17])[C:20]1[CH:21]=[CH:22][CH:23]=[CH:24][CH:25]=1. The reactants are C(OC([N:8]1[CH2:15][CH:14]2[C:10]([CH3:26])([N:11]([C:16]([O:18][CH2:19][C:20]3[CH:25]=[CH:24][CH:23]=[CH:22][CH:21]=3)=[O:17])[CH2:12][CH2:13]2)[CH2:9]1)=O)(C)(C)C.C(O)(C(F)(F)F)=O. The catalyst is C(Cl)Cl. (2) The reactants are C([O:8][C:9]1[CH:40]=[CH:39][C:12]([C:13]([NH:15][C:16]([CH3:38])([CH3:37])[C:17](=[O:36])[N:18]2[CH2:23][CH2:22][N:21]([C:24](=[O:35])[C:25]3[CH:30]=[CH:29][CH:28]=[CH:27][C:26]=3[C:31]([F:34])([F:33])[F:32])[CH2:20][CH2:19]2)=[O:14])=[CH:11][CH:10]=1)C1C=CC=CC=1.CO. The catalyst is [Pd].C(OCC)(=O)C. The product is [CH3:38][C:16]([NH:15][C:13](=[O:14])[C:12]1[CH:11]=[CH:10][C:9]([OH:8])=[CH:40][CH:39]=1)([CH3:37])[C:17](=[O:36])[N:18]1[CH2:19][CH2:20][N:21]([C:24](=[O:35])[C:25]2[CH:30]=[CH:29][CH:28]=[CH:27][C:26]=2[C:31]([F:32])([F:34])[F:33])[CH2:22][CH2:23]1. The yield is 0.862. (3) The reactants are [CH3:1][N:2]([CH3:14])[C:3]1[CH:4]=[C:5]2[C:10](=[CH:11][CH:12]=1)[C:9](=[O:13])[CH2:8][CH2:7][CH2:6]2.[CH3:15][N:16]([CH:18](OC)OC)[CH3:17]. No catalyst specified. The product is [CH3:1][N:2]([CH3:14])[C:3]1[CH:4]=[C:5]2[C:10](=[CH:11][CH:12]=1)[C:9](=[O:13])[C:8](=[CH:15][N:16]([CH3:18])[CH3:17])[CH2:7][CH2:6]2. The yield is 0.580. (4) The reactants are [F:1][C:2]([F:13])([F:12])[C:3]1[CH:8]=[CH:7][C:6]([C:9](Cl)=[O:10])=[CH:5][CH:4]=1.[NH2:14][C:15]1[CH:20]=[CH:19][C:18]([C:21]2[C:29]3[C:24](=[N:25][CH:26]=[N:27][C:28]=3[NH2:30])[N:23]([CH:31]3[CH2:36][CH2:35][N:34]([CH3:37])[CH2:33][CH2:32]3)[N:22]=2)=[CH:17][C:16]=1[O:38][CH3:39]. The catalyst is ClCCl.N1C=CC=CC=1. The product is [NH2:30][C:28]1[N:27]=[CH:26][N:25]=[C:24]2[N:23]([CH:31]3[CH2:36][CH2:35][N:34]([CH3:37])[CH2:33][CH2:32]3)[N:22]=[C:21]([C:18]3[CH:19]=[CH:20][C:15]([NH:14][C:9](=[O:10])[C:6]4[CH:7]=[CH:8][C:3]([C:2]([F:13])([F:12])[F:1])=[CH:4][CH:5]=4)=[C:16]([O:38][CH3:39])[CH:17]=3)[C:29]=12. The yield is 0.950. (5) The reactants are [C:1]([O:5][C:6]([N:8]1[CH2:13][CH2:12][C:11]2[NH:14][N:15]=[C:16]([C:17]3[CH:22]=[CH:21][C:20]([C:23]([F:26])([F:25])[F:24])=[CH:19][CH:18]=3)[C:10]=2[CH2:9]1)=[O:7])([CH3:4])([CH3:3])[CH3:2].[C:27]([O:31][CH3:32])(=[O:30])[CH:28]=[CH2:29].C(O[Na])(C)(C)C. The catalyst is C1(C)C=CC=CC=1. The product is [C:1]([O:5][C:6]([N:8]1[CH2:13][CH2:12][C:11]2[N:14]([CH2:29][CH2:28][C:27]([O:31][CH3:32])=[O:30])[N:15]=[C:16]([C:17]3[CH:18]=[CH:19][C:20]([C:23]([F:24])([F:25])[F:26])=[CH:21][CH:22]=3)[C:10]=2[CH2:9]1)=[O:7])([CH3:4])([CH3:2])[CH3:3]. The yield is 0.150.